This data is from Full USPTO retrosynthesis dataset with 1.9M reactions from patents (1976-2016). The task is: Predict the reactants needed to synthesize the given product. (1) Given the product [CH:7]([C:6]1[C:2]([CH3:1])=[N:3][N:4]([C:10]2[C:15]([C:16]#[N:17])=[CH:14][CH:13]=[CH:12][N:11]=2)[CH:5]=1)=[O:8], predict the reactants needed to synthesize it. The reactants are: [CH3:1][C:2]1[C:6]([CH:7]=[O:8])=[CH:5][NH:4][N:3]=1.F[C:10]1[C:15]([C:16]#[N:17])=[CH:14][CH:13]=[CH:12][N:11]=1. (2) Given the product [Br:1][C:2]1[CH:3]=[CH:4][C:5]([CH2:6][CH:7]2[C:14]3[CH:13]=[C:12]([C:15]([OH:17])=[O:16])[NH:11][C:10]=3[CH2:9][CH2:8]2)=[CH:19][CH:20]=1, predict the reactants needed to synthesize it. The reactants are: [Br:1][C:2]1[CH:20]=[CH:19][C:5]([CH2:6][CH:7]2[C:14]3[CH:13]=[C:12]([C:15]([O:17]C)=[O:16])[NH:11][C:10]=3[CH2:9][CH2:8]2)=[CH:4][CH:3]=1.[OH-].[Li+].CO. (3) Given the product [C:39]1([CH2:38][CH2:37][CH2:36][P:33]([CH2:32][CH:31]([CH2:45][CH2:46][C:47]([OH:49])=[O:48])[C:29]([OH:30])=[O:28])([OH:35])=[O:34])[CH:44]=[CH:43][CH:42]=[CH:41][CH:40]=1, predict the reactants needed to synthesize it. The reactants are: CC1C=CC(CP(=O)OCC2C=CC=CC=2)=CC=1.[H-].[Na+].C([O:28][C:29]([CH:31]([CH2:45][CH2:46][C:47]([O:49]CC1C=CC=CC=1)=[O:48])[CH2:32][P:33]([CH2:36][CH2:37][CH2:38][C:39]1[CH:44]=[CH:43][CH:42]=[CH:41][CH:40]=1)(=[O:35])[OH:34])=[O:30])C1C=CC=CC=1.Cl. (4) Given the product [CH2:1]([O:3][C:4](=[O:23])[NH:5][C:6]1[S:7][C:8]2[C:14]([CH:15]3[CH2:20][O:19][CH2:18][CH2:17][O:16]3)=[CH:13][CH:12]=[C:11]([O:21][CH3:22])[C:9]=2[N:10]=1)[CH3:2], predict the reactants needed to synthesize it. The reactants are: [CH2:1]([O:3][C:4](=[O:23])[NH:5][C:6]1[S:7][C:8]2[C:14]([C:15]3[O:16][CH2:17][CH2:18][O:19][CH:20]=3)=[CH:13][CH:12]=[C:11]([O:21][CH3:22])[C:9]=2[N:10]=1)[CH3:2].[H][H]. (5) Given the product [Br:11][C:7]1[CH:6]=[C:5]([CH3:9])[C:4]([NH2:10])=[C:3]([O:2][CH3:1])[CH:8]=1, predict the reactants needed to synthesize it. The reactants are: [CH3:1][O:2][C:3]1[CH:8]=[CH:7][CH:6]=[C:5]([CH3:9])[C:4]=1[NH2:10].[Br:11]Br.C(OCC)(=O)C. (6) Given the product [CH2:43]([O:42][C:40](=[O:41])[CH:39]([CH2:7][C:6]1[CH:10]=[CH:11][C:3]([C:2]([F:16])([F:15])[F:1])=[CH:4][C:5]=1[N+:12]([O-:14])=[O:13])[NH2:38])[CH3:44], predict the reactants needed to synthesize it. The reactants are: [F:1][C:2]([F:16])([F:15])[C:3]1[CH:11]=[CH:10][C:6]([C:7](O)=O)=[C:5]([N+:12]([O-:14])=[O:13])[CH:4]=1.C(N(CC)CC)C.ClC(OCC)=O.[BH4-].[Na+].CS(Cl)(=O)=O.Cl.[NH2:38][CH2:39][C:40]([O:42][CH2:43][CH3:44])=[O:41].C(=O)([O-])O.[Na+].